This data is from hERG potassium channel inhibition data for cardiac toxicity prediction from Karim et al.. The task is: Regression/Classification. Given a drug SMILES string, predict its toxicity properties. Task type varies by dataset: regression for continuous values (e.g., LD50, hERG inhibition percentage) or binary classification for toxic/non-toxic outcomes (e.g., AMES mutagenicity, cardiotoxicity, hepatotoxicity). Dataset: herg_karim. The molecule is O=C1COc2ccc(CNC34CCC(C[C@]5(O)Cn6c(=O)c(F)cc7ncc(F)c5c76)(CC3)OC4)nc2N1. The result is 0 (non-blocker).